This data is from Reaction yield outcomes from USPTO patents with 853,638 reactions. The task is: Predict the reaction yield, written as a fraction of the theoretical maximum amount of product (1.0 means a 100% yield; for example, 0.34 means a 34% yield). (1) The reactants are [CH3:1][C:2]1[N:3]=[C:4]2[C:9]([CH:10]([CH2:14][CH2:15][CH3:16])[CH2:11][CH2:12][CH3:13])=[CH:8][C:7]([CH3:17])=[N:6][N:5]2[CH:18]=1.C1C(=O)N([I:26])C(=O)C1.C(OCC)(=O)C. The catalyst is C(#N)C. The product is [I:26][C:18]1[N:5]2[N:6]=[C:7]([CH3:17])[CH:8]=[C:9]([CH:10]([CH2:14][CH2:15][CH3:16])[CH2:11][CH2:12][CH3:13])[C:4]2=[N:3][C:2]=1[CH3:1]. The yield is 1.00. (2) The reactants are [CH2:1]([O:3][C:4]1[CH:9]=[C:8](Br)[CH:7]=[CH:6][C:5]=1[N+:11]([O-:13])=[O:12])[CH3:2].[N:14]1[CH:19]=[CH:18][C:17](B(O)O)=[CH:16][CH:15]=1.C([O-])([O-])=O.[K+].[K+]. The catalyst is CN(C)C(=O)C.C1C=CC(P(C2C=CC=CC=2)[C-]2C=CC=C2)=CC=1.C1C=CC(P(C2C=CC=CC=2)[C-]2C=CC=C2)=CC=1.Cl[Pd]Cl.[Fe+2]. The product is [CH2:1]([O:3][C:4]1[CH:9]=[C:8]([C:17]2[CH:18]=[CH:19][N:14]=[CH:15][CH:16]=2)[CH:7]=[CH:6][C:5]=1[N+:11]([O-:13])=[O:12])[CH3:2]. The yield is 0.550. (3) The reactants are [Br:1][C:2]1[CH:10]=[C:9]2[C:5]([CH2:6][C:7](=[CH2:12])[C:8]2=[O:11])=[CH:4][CH:3]=1.C[Si](C)(C)[O:15][C:16]([CH:18]=[CH2:19])=[CH2:17].B(F)(F)F.CCOCC. The catalyst is ClCCl. The product is [Br:1][C:2]1[CH:10]=[C:9]2[C:5]([CH2:6][C:7]3([CH2:19][CH2:18][C:16](=[O:15])[CH2:17][CH2:12]3)[C:8]2=[O:11])=[CH:4][CH:3]=1. The yield is 0.480. (4) The product is [F:1][C:2]1[CH:3]=[CH:4][C:5]([O:15][CH2:16][C:17]2[CH:22]=[CH:21][C:20]([F:23])=[CH:19][CH:18]=2)=[C:6]([C:8]2[N:37]([C:35]3[CH:34]=[C:30]([CH:29]=[C:28]([NH:27][C:24](=[O:26])[CH3:25])[CH:36]=3)[C:31]([OH:33])=[O:32])[C:11]([CH3:12])=[CH:10][CH:9]=2)[CH:7]=1. The yield is 0.770. The catalyst is CC#N.C(Cl)Cl. The reactants are [F:1][C:2]1[CH:3]=[CH:4][C:5]([O:15][CH2:16][C:17]2[CH:22]=[CH:21][C:20]([F:23])=[CH:19][CH:18]=2)=[C:6]([C:8](=O)[CH2:9][CH2:10][C:11](=O)[CH3:12])[CH:7]=1.[C:24]([NH:27][C:28]1[CH:29]=[C:30]([CH:34]=[C:35]([NH2:37])[CH:36]=1)[C:31]([OH:33])=[O:32])(=[O:26])[CH3:25].CC1C=CC(S(O)(=O)=O)=CC=1.Cl. (5) The reactants are [CH3:1][O:2][C:3]([C:5]1([C:8]2[CH:13]=[CH:12][C:11]([O:14][CH3:15])=[CH:10][CH:9]=2)[CH2:7][CH2:6]1)=[O:4].[N+:16]([O-])([OH:18])=[O:17].Cl. The catalyst is CC(OC(C)=O)=O.CC(O)=O. The product is [CH3:1][O:2][C:3]([C:5]1([C:8]2[CH:9]=[CH:10][C:11]([O:14][CH3:15])=[C:12]([N+:16]([O-:18])=[O:17])[CH:13]=2)[CH2:6][CH2:7]1)=[O:4]. The yield is 0.980.